Dataset: Catalyst prediction with 721,799 reactions and 888 catalyst types from USPTO. Task: Predict which catalyst facilitates the given reaction. (1) Reactant: [CH2:1]([N:8]1[CH2:13][CH2:12][NH:11][C@@H:10]([CH:14]([CH3:16])[CH3:15])[CH2:9]1)[C:2]1[CH:7]=[CH:6][CH:5]=[CH:4][CH:3]=1.[H-].[Na+].Cl[C:20]1[O:21][C:22]2[C:23](=[C:25]([C:29]([O:31][CH3:32])=[O:30])[CH:26]=[CH:27][CH:28]=2)[N:24]=1. Product: [CH2:1]([N:8]1[CH2:13][CH2:12][N:11]([C:20]2[O:21][C:22]3[C:23](=[C:25]([C:29]([O:31][CH3:32])=[O:30])[CH:26]=[CH:27][CH:28]=3)[N:24]=2)[C@@H:10]([CH:14]([CH3:16])[CH3:15])[CH2:9]1)[C:2]1[CH:3]=[CH:4][CH:5]=[CH:6][CH:7]=1. The catalyst class is: 57. (2) Reactant: [CH2:1]([O:8][C:9]1[CH:10]=[C:11]2[C:16](=[CH:17][CH:18]=1)[N:15]([CH:19]1[CH2:24][CH2:23]S[CH2:21][CH2:20]1)[C:14](=[O:25])[N:13]([CH2:26][C:27]1[CH:32]=[CH:31][C:30]([O:33][CH3:34])=[C:29]([O:35][CH3:36])[CH:28]=1)[C:12]2=[O:37])[C:2]1[CH:7]=[CH:6][CH:5]=[CH:4][CH:3]=1.O[O:39][S:40]([O-:42])=O.[K+]. Product: [CH2:1]([O:8][C:9]1[CH:10]=[C:11]2[C:16](=[CH:17][CH:18]=1)[N:15]([CH:19]1[CH2:24][CH2:23][S:40](=[O:42])(=[O:39])[CH2:21][CH2:20]1)[C:14](=[O:25])[N:13]([CH2:26][C:27]1[CH:32]=[CH:31][C:30]([O:33][CH3:34])=[C:29]([O:35][CH3:36])[CH:28]=1)[C:12]2=[O:37])[C:2]1[CH:3]=[CH:4][CH:5]=[CH:6][CH:7]=1. The catalyst class is: 24. (3) Product: [Br:15][C:2]1[C:11]2[C:6](=[C:7]([F:13])[CH:8]=[C:9]([F:12])[CH:10]=2)[N:5]=[CH:4][CH:3]=1. Reactant: O[C:2]1[C:11]2[C:6](=[C:7]([F:13])[CH:8]=[C:9]([F:12])[CH:10]=2)[N:5]=[CH:4][CH:3]=1.P(Br)(Br)[Br:15]. The catalyst class is: 9. (4) Product: [CH3:12][N:10]1[C:9](=[O:13])[CH2:8][CH2:7][NH:6][C:5]2[N:14]=[CH:15][C:2](/[CH:18]=[CH:17]/[C:16]([O:20][C:21]([CH3:24])([CH3:23])[CH3:22])=[O:19])=[CH:3][C:4]=2[CH2:11]1. The catalyst class is: 416. Reactant: Br[C:2]1[CH:15]=[N:14][C:5]2[NH:6][CH2:7][CH2:8][C:9](=[O:13])[N:10]([CH3:12])[CH2:11][C:4]=2[CH:3]=1.[C:16]([O:20][C:21]([CH3:24])([CH3:23])[CH3:22])(=[O:19])[CH:17]=[CH2:18].C(N(C(C)C)C(C)C)C.CC1C=CC=CC=1P(C1C=CC=CC=1C)C1C=CC=CC=1C. (5) Reactant: C[O:2][C:3]1[N:4]=[CH:5][CH:6]=[C:7]2[C:11]([C:12]3[CH:17]=[CH:16][CH:15]=[CH:14][CH:13]=3)=[C:10]([C:18]3[CH:23]=[CH:22][C:21]([C:24]4([NH:28]C(=O)OC(C)(C)C)[CH2:27][CH2:26][CH2:25]4)=[CH:20][CH:19]=3)[O:9][C:8]=12.[I-].[Na+].Cl[Si](C)(C)C. The catalyst class is: 10. Product: [NH2:28][C:24]1([C:21]2[CH:20]=[CH:19][C:18]([C:10]3[O:9][C:8]4[C:3](=[O:2])[NH:4][CH:5]=[CH:6][C:7]=4[C:11]=3[C:12]3[CH:17]=[CH:16][CH:15]=[CH:14][CH:13]=3)=[CH:23][CH:22]=2)[CH2:25][CH2:26][CH2:27]1.